From a dataset of Forward reaction prediction with 1.9M reactions from USPTO patents (1976-2016). Predict the product of the given reaction. (1) Given the reactants CN(C(ON1N=NC2C=CC=NC1=2)=[N+](C)C)C.F[P-](F)(F)(F)(F)F.C(N(CC)CC)C.[CH2:32]([C:40]1[C:41]([C:53]([F:56])([F:55])[F:54])=[C:42]2[C:46]3=[C:47]([CH2:49][NH:50][CH2:51][CH2:52][N:45]3[CH:44]=[CH:43]2)[CH:48]=1)[CH2:33][C:34]1[CH:39]=[CH:38][CH:37]=[CH:36][CH:35]=1.Cl.[C:58]([NH:65][CH2:66][C:67](O)=[O:68])([O:60][C:61]([CH3:64])([CH3:63])[CH3:62])=[O:59], predict the reaction product. The product is: [O:68]=[C:67]([CH:51]1[NH:50][CH2:49][C:47]2=[C:46]3[C:42](=[C:41]([C:53]([F:56])([F:55])[F:54])[C:40]([CH2:32][CH2:33][C:34]4[CH:35]=[CH:36][CH:37]=[CH:38][CH:39]=4)=[CH:48]2)[CH:43]=[CH:44][N:45]3[CH2:52]1)[CH2:66][NH:65][C:58](=[O:59])[O:60][C:61]([CH3:63])([CH3:62])[CH3:64]. (2) Given the reactants [NH2:1][CH2:2][CH2:3][CH2:4][N:5]1[C:17]2[C:16]3[CH:15]=[CH:14][CH:13]=[CH:12][C:11]=3[N:10]=[C:9]([NH2:18])[C:8]=2[N:7]=[C:6]1[CH2:19][CH2:20][CH2:21][O:22][C:23]1[CH:28]=[CH:27][CH:26]=[CH:25][CH:24]=1.[N:29]1([C:35](Cl)=[O:36])[CH2:34][CH2:33][O:32][CH2:31][CH2:30]1, predict the reaction product. The product is: [NH2:18][C:9]1[C:8]2[N:7]=[C:6]([CH2:19][CH2:20][CH2:21][O:22][C:23]3[CH:28]=[CH:27][CH:26]=[CH:25][CH:24]=3)[N:5]([CH2:4][CH2:3][CH2:2][NH:1][C:35]([N:29]3[CH2:34][CH2:33][O:32][CH2:31][CH2:30]3)=[O:36])[C:17]=2[C:16]2[CH:15]=[CH:14][CH:13]=[CH:12][C:11]=2[N:10]=1. (3) The product is: [CH2:5]([N:14]([CH:13]([CH2:15][C:16]1[CH:17]=[CH:18][C:19]([OH:22])=[CH:20][CH:21]=1)[C:12]([O:11][CH2:9][CH3:10])=[O:23])[CH2:1][CH3:2])[CH3:6]. Given the reactants [C:1](O)(=O)[CH3:2].[CH:5](=O)[CH3:6].Cl.[CH2:9]([O:11][C:12](=[O:23])[CH:13]([CH2:15][C:16]1[CH:21]=[CH:20][C:19]([OH:22])=[CH:18][CH:17]=1)[NH2:14])[CH3:10].C([BH3-])#N.[Na+], predict the reaction product. (4) Given the reactants [OH:1][CH:2]1[CH2:7][CH2:6][NH:5][CH2:4][CH2:3]1.C(O[C:13]([N:15]([C@H:17]([CH2:21][C:22]1[CH:27]=[CH:26][C:25]([F:28])=[CH:24][CH:23]=1)[C:18]([OH:20])=O)[CH3:16])=[O:14])(C)(C)C.C(O[C:34]([N:36]([C@H:38]([CH2:42][C:43]1[CH:52]=[CH:51][C:50]2[C:45](=[CH:46][CH:47]=[CH:48][CH:49]=2)[CH:44]=1)C(O)=O)[CH3:37])=[O:35])(C)(C)C.C(OC([NH:60][C:61]([CH3:70])([CH3:69])[CH2:62]/[C:63](/[CH3:68])=[CH:64]/C(O)=O)=O)(C)(C)C, predict the reaction product. The product is: [F:28][C:25]1[CH:24]=[CH:23][C:22]([CH2:21][C@@H:17]([N:15]([CH3:16])[C:13]([C@H:38]([N:36]([CH3:37])[C:34](=[O:35])/[CH:64]=[C:63](\[CH3:68])/[CH2:62][C:61]([NH2:60])([CH3:70])[CH3:69])[CH2:42][C:43]2[CH:52]=[CH:51][C:50]3[C:45](=[CH:46][CH:47]=[CH:48][CH:49]=3)[CH:44]=2)=[O:14])[C:18]([N:5]2[CH2:6][CH2:7][CH:2]([OH:1])[CH2:3][CH2:4]2)=[O:20])=[CH:27][CH:26]=1. (5) The product is: [Cl:12][CH2:13][CH2:18][C@H:17]([N:5]1[C:1](=[O:11])[C:2]2[C:3](=[CH:7][CH:8]=[CH:9][CH:10]=2)[C:4]1=[O:6])[C:36]1[CH:37]=[CH:38][CH:39]=[CH:40][CH:41]=1. Given the reactants [C:1]1(=[O:11])[NH:5][C:4](=[O:6])[C:3]2=[CH:7][CH:8]=[CH:9][CH:10]=[C:2]12.[Cl:12][C:13]1C=C([C@H](O)CC)C=[CH:17][CH:18]=1.[C:36]1(P([C:36]2[CH:41]=[CH:40][CH:39]=[CH:38][CH:37]=2)[C:36]2[CH:41]=[CH:40][CH:39]=[CH:38][CH:37]=2)[CH:41]=[CH:40][CH:39]=[CH:38][CH:37]=1.N(C(OCC)=O)=NC(OCC)=O, predict the reaction product. (6) Given the reactants [CH:1]1([CH:4]=O)[CH2:3][CH2:2]1.[NH2:6][C:7]1[S:8][C:9]([S:12]([C:15]2[CH:20]=[CH:19][C:18]([N+:21]([O-:23])=[O:22])=[CH:17][CH:16]=2)(=[O:14])=[O:13])=[CH:10][N:11]=1.CO[C:26](=[O:37])[C:27](=[O:36])[CH2:28][C:29]([C:31]1[O:32][CH:33]=[CH:34][CH:35]=1)=[O:30], predict the reaction product. The product is: [CH:1]1([CH:4]2[N:6]([C:7]3[S:8][C:9]([S:12]([C:15]4[CH:16]=[CH:17][C:18]([N+:21]([O-:23])=[O:22])=[CH:19][CH:20]=4)(=[O:13])=[O:14])=[CH:10][N:11]=3)[C:26](=[O:37])[C:27]([OH:36])=[C:28]2[C:29]([C:31]2[O:32][CH:33]=[CH:34][CH:35]=2)=[O:30])[CH2:3][CH2:2]1.